Predict the product of the given reaction. From a dataset of Forward reaction prediction with 1.9M reactions from USPTO patents (1976-2016). (1) The product is: [ClH:23].[NH2:1][C@H:4]([C@H:14]1[O:18][C:17](=[O:19])[C@H:16]([CH2:20][CH2:21][CH3:22])[CH2:15]1)[CH2:5][OH:6]. Given the reactants [N:1]([C@H:4]([C@H:14]1[O:18][C:17](=[O:19])[C@H:16]([CH2:20][CH2:21][CH3:22])[CH2:15]1)[CH2:5][O:6]CC1C=CC=CC=1)=[N+]=[N-].[ClH:23].O1CCOCC1.[H][H], predict the reaction product. (2) Given the reactants [CH2:1]([C:7]1[CH:8]=[C:9]([C:13]2[N:17]([CH3:18])[C:16]([C:19]([N:21]3[CH2:26][CH2:25][CH:24]([N:27]4[CH2:31][CH2:30][CH2:29][C@@H:28]4[CH2:32][OH:33])[CH2:23][CH2:22]3)=[O:20])=[C:15](I)[N:14]=2)[CH:10]=[CH:11][CH:12]=1)[CH2:2][CH2:3][CH2:4][CH2:5][CH3:6].[N:35]1[CH:40]=[C:39](B(O)O)[CH:38]=[N:37][CH:36]=1, predict the reaction product. The product is: [CH2:1]([C:7]1[CH:8]=[C:9]([C:13]2[N:17]([CH3:18])[C:16]([C:19]([N:21]3[CH2:26][CH2:25][CH:24]([N:27]4[CH2:31][CH2:30][CH2:29][C@@H:28]4[CH2:32][OH:33])[CH2:23][CH2:22]3)=[O:20])=[C:15]([C:39]3[CH:40]=[N:35][CH:36]=[N:37][CH:38]=3)[N:14]=2)[CH:10]=[CH:11][CH:12]=1)[CH2:2][CH2:3][CH2:4][CH2:5][CH3:6]. (3) Given the reactants [CH:1]1([C:5]2[CH:10]=[C:9]([O:11][CH2:12][C:13]3[CH:18]=[CH:17][CH:16]=[CH:15][CH:14]=3)[CH:8]=[CH:7][C:6]=2B(O)O)[CH2:4][CH2:3][CH2:2]1.Br[C:23]1[CH:28]=[CH:27][CH:26]=[C:25]([N:29]2[C:33]([CH3:34])=[CH:32][CH:31]=[C:30]2[CH3:35])[N:24]=1, predict the reaction product. The product is: [CH:1]1([C:5]2[CH:10]=[C:9]([O:11][CH2:12][C:13]3[CH:18]=[CH:17][CH:16]=[CH:15][CH:14]=3)[CH:8]=[CH:7][C:6]=2[C:23]2[CH:28]=[CH:27][CH:26]=[C:25]([N:29]3[C:33]([CH3:34])=[CH:32][CH:31]=[C:30]3[CH3:35])[N:24]=2)[CH2:4][CH2:3][CH2:2]1. (4) Given the reactants CC1C=CC(S([NH:11][CH:12]2[CH:17]=[CH:16][C:15]([O:18][C:19]3[CH:24]=[CH:23][CH:22]=[C:21]([N+:25]([O-:27])=[O:26])[CH:20]=3)=[CH:14][N:13]2[CH2:28][C:29]([NH2:31])=O)(=O)=O)=CC=1.FC(F)(F)C(OC(=O)C(F)(F)F)=O, predict the reaction product. The product is: [N+:25]([C:21]1[CH:20]=[C:19]([CH:24]=[CH:23][CH:22]=1)[O:18][C:15]1[CH:16]=[CH:17][C:12]2[N:13]([CH:28]=[C:29]([NH2:31])[N:11]=2)[CH:14]=1)([O-:27])=[O:26].